Dataset: Forward reaction prediction with 1.9M reactions from USPTO patents (1976-2016). Task: Predict the product of the given reaction. (1) Given the reactants [C:1]([O:5][C:6](=[O:21])[NH:7][CH:8]([CH3:20])[C:9]([NH:11]/[C:12](/[C:16](/[NH2:19])=[CH:17]\[CH3:18])=[CH:13]/[CH:14]=C)=[O:10])([CH3:4])([CH3:3])[CH3:2].CC(O)=O.[CH2:26]([O:28][C:29]1(O[Si](C)(C)C)[CH2:31][CH2:30]1)[CH3:27], predict the reaction product. The product is: [CH2:26]([O:28][C:29]1([NH:19][C:16]2[CH:17]=[CH:18][CH:14]=[CH:13][C:12]=2[NH:11][C:9](=[O:10])[CH:8]([NH:7][C:6](=[O:21])[O:5][C:1]([CH3:2])([CH3:3])[CH3:4])[CH3:20])[CH2:31][CH2:30]1)[CH3:27]. (2) Given the reactants [Cl:1][C:2]1[CH:7]=[CH:6][CH:5]=[C:4]([Cl:8])[C:3]=1[CH2:9][C:10]([NH:12][C:13]1C(Cl)=N[CH:16]=[N:17][C:18]=1Cl)=O.N[C:22]([NH2:24])=[S:23].CC[OH:27], predict the reaction product. The product is: [Cl:1][C:2]1[CH:7]=[CH:6][CH:5]=[C:4]([Cl:8])[C:3]=1[CH2:9][C:10]1[S:23][C:22]2[N:24]=[CH:16][N:17]=[C:18]([OH:27])[C:13]=2[N:12]=1. (3) Given the reactants [Na+:1].[Cl-].C(N(CC(O)=O)CC(O)=O)C[N:5](CC(O)=O)[CH2:6][C:7]([OH:9])=[O:8].CC(CC(C1C=CC(OCCOCCO)=CC=1)(C)C)(C)C.C[C@@H]([C@@H]1[C@@]2(C)[C@@H](O)C[C@@H]3[C@@]4(C)CC[C@@H](O)C[C@H]4CC[C@@]3(C)[C@@H]2CC1)CCC([O-])=O.[Na+].C(N)(=O)C=C.[CH2:79]([OH:86])[C:80]([NH2:85])([CH2:83][OH:84])[CH2:81][OH:82].[CH3:87][CH2:88][CH2:89][CH2:90][CH2:91][CH2:92][CH2:93][CH2:94][CH2:95][CH2:96][CH2:97][CH2:98][O:99][S:100]([O-:103])(=[O:102])=[O:101].[Na+].CN(CCN(C)C)C, predict the reaction product. The product is: [CH2:79]([OH:86])[C:80]([NH2:85])([CH2:83][OH:84])[CH2:81][OH:82].[NH2:5][CH2:6][C:7]([OH:9])=[O:8].[CH3:87][CH2:88][CH2:89][CH2:90][CH2:91][CH2:92][CH2:93][CH2:94][CH2:95][CH2:96][CH2:97][CH2:98][O:99][S:100]([O-:103])(=[O:102])=[O:101].[Na+:1]. (4) Given the reactants [N+:1]([C:4]1[CH:26]=[CH:25][CH:24]=[CH:23][C:5]=1[CH2:6][NH:7][C:8]1[CH:22]=[CH:21][C:11]2[C:12](=[O:20])[NH:13][C:14]3[C:19]([C:10]=2[CH:9]=1)=[CH:18][CH:17]=[CH:16][N:15]=3)([O-])=O, predict the reaction product. The product is: [NH2:1][C:4]1[CH:26]=[CH:25][CH:24]=[CH:23][C:5]=1[CH2:6][NH:7][C:8]1[CH:22]=[CH:21][C:11]2[C:12](=[O:20])[NH:13][C:14]3[C:19]([C:10]=2[CH:9]=1)=[CH:18][CH:17]=[CH:16][N:15]=3.